Dataset: Peptide-MHC class I binding affinity with 185,985 pairs from IEDB/IMGT. Task: Regression. Given a peptide amino acid sequence and an MHC pseudo amino acid sequence, predict their binding affinity value. This is MHC class I binding data. (1) The peptide sequence is GLESIEQNL. The MHC is HLA-A68:02 with pseudo-sequence HLA-A68:02. The binding affinity (normalized) is 0. (2) The peptide sequence is EVNAHIHTM. The MHC is HLA-B08:02 with pseudo-sequence HLA-B08:02. The binding affinity (normalized) is 0.0847. (3) The peptide sequence is ESQMLIPKAY. The MHC is HLA-A01:01 with pseudo-sequence HLA-A01:01. The binding affinity (normalized) is 0.0221. (4) The peptide sequence is LADARVCSCL. The MHC is Patr-B0101 with pseudo-sequence Patr-B0101. The binding affinity (normalized) is 0.367. (5) The peptide sequence is RTSSDPGTN. The MHC is HLA-A24:02 with pseudo-sequence HLA-A24:02. The binding affinity (normalized) is 0. (6) The peptide sequence is MVNHSTYYVH. The MHC is HLA-A33:01 with pseudo-sequence HLA-A33:01. The binding affinity (normalized) is 0.259. (7) The peptide sequence is DCKTILKAL. The MHC is HLA-A29:02 with pseudo-sequence HLA-A29:02. The binding affinity (normalized) is 0. (8) The peptide sequence is LLALQQLEV. The MHC is HLA-A01:01 with pseudo-sequence HLA-A01:01. The binding affinity (normalized) is 0.0847. (9) The peptide sequence is HIGPGRAFY. The MHC is HLA-B07:02 with pseudo-sequence HLA-B07:02. The binding affinity (normalized) is 0. (10) The peptide sequence is PLTFGWCYKL. The MHC is HLA-A33:01 with pseudo-sequence HLA-A33:01. The binding affinity (normalized) is 0.0929.